This data is from Forward reaction prediction with 1.9M reactions from USPTO patents (1976-2016). The task is: Predict the product of the given reaction. (1) Given the reactants [CH2:1]([C:3]1[N:7]([C:8]2[N:16]=[C:15]3[C:11]([N:12]=[C:13]([CH:18]=O)[N:14]3[CH3:17])=[C:10]([N:20]3[CH2:25][CH2:24][O:23][CH2:22][CH2:21]3)[N:9]=2)[C:6]2[CH:26]=[CH:27][CH:28]=[CH:29][C:5]=2[N:4]=1)[CH3:2].[F:30][C@H:31]1[CH2:35][CH2:34][N:33]([CH:36]2[CH2:41][CH2:40][NH:39][CH2:38][CH2:37]2)[CH2:32]1.C(O[BH-](OC(=O)C)OC(=O)C)(=O)C.[Na+], predict the reaction product. The product is: [CH2:1]([C:3]1[N:7]([C:8]2[N:16]=[C:15]3[C:11]([N:12]=[C:13]([CH2:18][N:39]4[CH2:40][CH2:41][CH:36]([N:33]5[CH2:34][CH2:35][C@H:31]([F:30])[CH2:32]5)[CH2:37][CH2:38]4)[N:14]3[CH3:17])=[C:10]([N:20]3[CH2:21][CH2:22][O:23][CH2:24][CH2:25]3)[N:9]=2)[C:6]2[CH:26]=[CH:27][CH:28]=[CH:29][C:5]=2[N:4]=1)[CH3:2]. (2) Given the reactants [CH2:1]([O:8][C:9](=[O:51])[NH:10][CH:11]([C:25](=[O:50])[NH:26][CH:27]([C:36](=[O:49])[N:37]([CH2:41][CH:42](OCC)OCC)[CH:38]([CH3:40])[CH3:39])[CH2:28][C:29]1[CH:34]=[CH:33][C:32]([Cl:35])=[CH:31][CH:30]=1)[CH2:12][NH:13][S:14]([C:17]1[CH:22]=[CH:21][C:20]([Cl:23])=[CH:19][C:18]=1[Cl:24])(=[O:16])=[O:15])[C:2]1[CH:7]=[CH:6][CH:5]=[CH:4][CH:3]=1, predict the reaction product. The product is: [CH2:1]([O:8][C:9](=[O:51])[NH:10][CH:11]1[C:25](=[O:50])[N:26]2[CH:27]([CH2:28][C:29]3[CH:30]=[CH:31][C:32]([Cl:35])=[CH:33][CH:34]=3)[C:36](=[O:49])[N:37]([CH:38]([CH3:40])[CH3:39])[CH2:41][CH:42]2[N:13]([S:14]([C:17]2[CH:22]=[CH:21][C:20]([Cl:23])=[CH:19][C:18]=2[Cl:24])(=[O:16])=[O:15])[CH2:12]1)[C:2]1[CH:3]=[CH:4][CH:5]=[CH:6][CH:7]=1. (3) Given the reactants [CH2:1]([O:8][CH2:9][C:10]([NH:12][C:13]1[CH:14]=[C:15]2[C:19](=[CH:20][C:21]=1Br)[CH:18]([NH:23][C:24]1[CH:36]=[CH:35][C:27]([C:28]([O:30][C:31]([CH3:34])([CH3:33])[CH3:32])=[O:29])=[CH:26][CH:25]=1)[CH2:17][CH2:16]2)=[O:11])[C:2]1[CH:7]=[CH:6][CH:5]=[CH:4][CH:3]=1.[C:37]([Cu])#[N:38].N, predict the reaction product. The product is: [CH2:1]([O:8][CH2:9][C:10]([NH:12][C:13]1[CH:14]=[C:15]2[C:19](=[CH:20][C:21]=1[C:37]#[N:38])[CH:18]([NH:23][C:24]1[CH:36]=[CH:35][C:27]([C:28]([O:30][C:31]([CH3:34])([CH3:33])[CH3:32])=[O:29])=[CH:26][CH:25]=1)[CH2:17][CH2:16]2)=[O:11])[C:2]1[CH:7]=[CH:6][CH:5]=[CH:4][CH:3]=1. (4) Given the reactants [NH:1]1[C:9]2[C:4](=[CH:5][CH:6]=[CH:7][CH:8]=2)[C@@:3]2([CH2:13][O:12][C:11]3[CH:14]=[C:15]4[C:19](=[CH:20][C:10]2=3)[CH2:18][CH2:17][O:16]4)[C:2]1=[O:21].N1C2[C:25](=[CH:26]C=CC=2)[C:24]2(COC3C=C4C(=C[C:31]2=3)CCO4)[C:23]1=O.BrCCCCC.ClCC1C=NC(OC)=NC=1, predict the reaction product. The product is: [C:24]([N:1]1[C:9]2[C:4](=[CH:5][CH:6]=[CH:7][CH:8]=2)[C@@:3]2([CH2:13][O:12][C:11]3[CH:14]=[C:15]4[C:19](=[CH:20][C:10]2=3)[CH2:18][CH2:17][O:16]4)[C:2]1=[O:21])([CH2:25][CH3:26])([CH3:31])[CH3:23]. (5) Given the reactants Cl[C:2]1[C:11]2[C:6](=[CH:7][CH:8]=[C:9]([F:12])[CH:10]=2)[N:5]([CH3:13])[C:4](=[O:14])[C:3]=1[C:15]#[N:16].[NH:17]1[CH2:22][CH2:21][NH:20][CH2:19][CH2:18]1, predict the reaction product. The product is: [F:12][C:9]1[CH:10]=[C:11]2[C:6](=[CH:7][CH:8]=1)[N:5]([CH3:13])[C:4](=[O:14])[C:3]([C:15]#[N:16])=[C:2]2[N:17]1[CH2:22][CH2:21][NH:20][CH2:19][CH2:18]1. (6) Given the reactants [C:1]([O:5][C:6]([NH:8][C:9]1[CH:10]=[C:11]([CH:15]=[CH:16][CH:17]=1)C(O)=O)=[O:7])([CH3:4])([CH3:3])[CH3:2].[C:18]1([CH2:28][NH2:29])[C:27]2[C:22](=[CH:23][CH:24]=[CH:25][CH:26]=2)[CH:21]=[CH:20][CH:19]=1.C(P(=O)(OCC)[O:33][CH2:34]C)#N.C(N(CC)CC)C, predict the reaction product. The product is: [C:1]([O:5][C:6]([NH:8][C:9]1[CH:10]=[C:11]([N:29]([CH2:28][C:18]2[C:27]3[C:22](=[CH:23][CH:24]=[CH:25][CH:26]=3)[CH:21]=[CH:20][CH:19]=2)[CH:34]=[O:33])[CH:15]=[CH:16][CH:17]=1)=[O:7])([CH3:2])([CH3:3])[CH3:4]. (7) Given the reactants [Cl:1][C:2]1[N:7]=[C:6]([N:8]2[CH2:13][CH2:12][O:11][CH2:10][CH2:9]2)[N:5]=[C:4]([NH:14][CH2:15][CH2:16][NH:17][C:18]2[CH:23]=[CH:22][CH:21]=[CH:20][CH:19]=2)[CH:3]=1.[C:24](Cl)(Cl)=[O:25].C1(C)C=CC=CC=1.CCN(C(C)C)C(C)C, predict the reaction product. The product is: [Cl:1][C:2]1[N:7]=[C:6]([N:8]2[CH2:13][CH2:12][O:11][CH2:10][CH2:9]2)[N:5]=[C:4]([N:14]2[CH2:15][CH2:16][N:17]([C:18]3[CH:23]=[CH:22][CH:21]=[CH:20][CH:19]=3)[C:24]2=[O:25])[CH:3]=1.